This data is from Reaction yield outcomes from USPTO patents with 853,638 reactions. The task is: Predict the reaction yield, written as a fraction of the theoretical maximum amount of product (1.0 means a 100% yield; for example, 0.34 means a 34% yield). (1) The reactants are [F:1][C:2]([F:15])([F:14])[C:3]1[CH:8]=[CH:7][C:6](/[CH:9]=[CH:10]/[C@@H:11]([OH:13])[CH3:12])=[CH:5][CH:4]=1.[C:16](NCC(O)=O)([O:18][C:19]([CH3:22])([CH3:21])[CH3:20])=[O:17].Cl.C(N=C=NC[CH2:35][CH2:36]N(C)C)C.C1C=CC2N([OH:49])N=NC=2C=1.CCN(C(C)C)C(C)C. The catalyst is CN(C=O)C. The product is [C:19]([O:18][C:16]([CH2:35][C:36]([O:13][C@H:11](/[CH:10]=[CH:9]/[C:6]1[CH:5]=[CH:4][C:3]([C:2]([F:14])([F:15])[F:1])=[CH:8][CH:7]=1)[CH3:12])=[O:49])=[O:17])([CH3:20])([CH3:21])[CH3:22]. The yield is 0.853. (2) The product is [N:1]1[C:2]([C:10]2[CH:11]=[C:12]([CH2:13][NH2:14])[CH:15]=[C:16]([O:18][CH2:19][CH2:20][O:21][CH3:22])[CH:17]=2)=[CH:3][N:4]2[C:9]=1[CH:8]=[CH:7][CH:6]=[N:5]2. The yield is 0.702. The catalyst is CO.C1COCC1.[Ni]. The reactants are [N:1]1[C:2]([C:10]2[CH:11]=[C:12]([CH:15]=[C:16]([O:18][CH2:19][CH2:20][O:21][CH3:22])[CH:17]=2)[C:13]#[N:14])=[CH:3][N:4]2[C:9]=1[CH:8]=[CH:7][CH:6]=[N:5]2.O.N. (3) The reactants are [F:1][C:2]1[CH:3]=[C:4]2[C:9](=[CH:10][CH:11]=1)[NH:8][C:7](=O)[CH:6]=[N:5]2.[F:13][C:14]1[CH:23]=[C:22]2[C:17]([N:18]=[CH:19][C:20](=O)[NH:21]2)=[CH:16][CH:15]=1.O=P(Cl)(Cl)[Cl:27]. No catalyst specified. The product is [Cl:27][C:7]1[CH:6]=[N:5][C:4]2[C:9](=[CH:10][CH:11]=[C:2]([F:1])[CH:3]=2)[N:8]=1.[Cl:27][C:20]1[CH:19]=[N:18][C:17]2[C:22](=[CH:23][C:14]([F:13])=[CH:15][CH:16]=2)[N:21]=1. The yield is 0.440.